Dataset: Catalyst prediction with 721,799 reactions and 888 catalyst types from USPTO. Task: Predict which catalyst facilitates the given reaction. (1) Reactant: [F:1][C:2]1[C:11]([F:12])=[C:10]2[C:5]([CH2:6][CH2:7][CH:8]([CH2:13][CH2:14][CH2:15][CH2:16][CH3:17])[O:9]2)=[C:4]([C:18]#[C:19][CH:20]2[CH2:25][CH2:24][CH:23]([CH2:26][CH2:27][CH3:28])[CH2:22][CH2:21]2)[C:3]=1[OH:29].CN(CCN(C)C)C.C([Zn]CC)C.[Cl-].[NH4+]. Product: [F:1][C:2]1[C:11]([F:12])=[C:10]2[C:5]([CH2:6][CH2:7][CH:8]([CH2:13][CH2:14][CH2:15][CH2:16][CH3:17])[O:9]2)=[C:4]2[CH:18]=[C:19]([CH:20]3[CH2:21][CH2:22][CH:23]([CH2:26][CH2:27][CH3:28])[CH2:24][CH2:25]3)[O:29][C:3]=12. The catalyst class is: 11. (2) Reactant: [NH2:1][C:2]1[CH:3]=[C:4]([CH:30]=[CH:31][CH:32]=1)[C:5]([NH:7][C:8]1[C:13]([Br:14])=[CH:12][C:11]([C:15]([C:21]2[CH:26]=[C:25]([Cl:27])[CH:24]=[C:23]([Cl:28])[CH:22]=2)([OH:20])[C:16]([F:19])([F:18])[F:17])=[CH:10][C:9]=1[Br:29])=[O:6].N1C=CC=CC=1.[C:39]([C:41]1[CH:49]=[CH:48][C:44]([C:45](Cl)=[O:46])=[CH:43][CH:42]=1)#[N:40].C(=O)([O-])O.[Na+]. Product: [C:39]([C:41]1[CH:49]=[CH:48][C:44]([C:45]([NH:1][C:2]2[CH:3]=[C:4]([CH:30]=[CH:31][CH:32]=2)[C:5]([NH:7][C:8]2[C:9]([Br:29])=[CH:10][C:11]([C:15]([C:21]3[CH:26]=[C:25]([Cl:27])[CH:24]=[C:23]([Cl:28])[CH:22]=3)([OH:20])[C:16]([F:19])([F:17])[F:18])=[CH:12][C:13]=2[Br:14])=[O:6])=[O:46])=[CH:43][CH:42]=1)#[N:40]. The catalyst class is: 7.